This data is from Catalyst prediction with 721,799 reactions and 888 catalyst types from USPTO. The task is: Predict which catalyst facilitates the given reaction. (1) Reactant: C(O[C:4](=[O:21])[C:5]1[C:10]([CH3:11])=[CH:9][C:8]([N:12]2[CH2:17][CH2:16][O:15][CH2:14][CH2:13]2)=[CH:7][C:6]=1[CH:18]([F:20])[F:19])C.[Cl:22][C:23]1[CH:30]=[CH:29][C:26]([CH2:27][NH2:28])=[CH:25][CH:24]=1.C[Al](C)C.[OH-].[Na+]. Product: [Cl:22][C:23]1[CH:30]=[CH:29][C:26]([CH2:27][NH:28][C:4](=[O:21])[C:5]2[C:10]([CH3:11])=[CH:9][C:8]([N:12]3[CH2:13][CH2:14][O:15][CH2:16][CH2:17]3)=[CH:7][C:6]=2[CH:18]([F:19])[F:20])=[CH:25][CH:24]=1. The catalyst class is: 11. (2) Reactant: O.[CH3:2][C:3]1[CH:4]=[C:5]([CH:10]=[CH:11][C:12]=1[N+:13]([O-:15])=[O:14])[C:6]([NH:8][NH2:9])=[O:7].C(N(CC)CC)C.[CH3:23][C:24]([CH3:29])([CH3:28])[C:25](Cl)=[O:26]. Product: [CH3:23][C:24]([CH3:29])([CH3:28])[C:25]([NH:9][NH:8][C:6](=[O:7])[C:5]1[CH:10]=[CH:11][C:12]([N+:13]([O-:15])=[O:14])=[C:3]([CH3:2])[CH:4]=1)=[O:26]. The catalyst class is: 4. (3) Reactant: [Cl:1][C:2]1[CH:3]=[C:4]([C:8]2[N:15]3[C:11](=[N:12][N:13]=[C:14]3[SH:16])[S:10][C:9]=2[CH2:17][C:18]2[CH:23]=[CH:22][C:21]([O:24][CH3:25])=[C:20]([O:26][CH3:27])[CH:19]=2)[CH:5]=[CH:6][CH:7]=1.Br[CH2:29][C:30]1[C:35]([F:36])=[CH:34][CH:33]=[CH:32][C:31]=1[Cl:37].C([O-])([O-])=O.[K+].[K+].O. Product: [Cl:37][C:31]1[CH:32]=[CH:33][CH:34]=[C:35]([F:36])[C:30]=1[CH2:29][S:16][C:14]1[N:15]2[C:8]([C:4]3[CH:5]=[CH:6][CH:7]=[C:2]([Cl:1])[CH:3]=3)=[C:9]([CH2:17][C:18]3[CH:23]=[CH:22][C:21]([O:24][CH3:25])=[C:20]([O:26][CH3:27])[CH:19]=3)[S:10][C:11]2=[N:12][N:13]=1. The catalyst class is: 21.